The task is: Regression/Classification. Given a drug SMILES string, predict its absorption, distribution, metabolism, or excretion properties. Task type varies by dataset: regression for continuous measurements (e.g., permeability, clearance, half-life) or binary classification for categorical outcomes (e.g., BBB penetration, CYP inhibition). Dataset: cyp3a4_veith.. This data is from CYP3A4 inhibition data for predicting drug metabolism from PubChem BioAssay. (1) The drug is NC(=O)N/N=C1\CC[C@H](O)C[C@@H]1CC(=O)O. The result is 0 (non-inhibitor). (2) The drug is CC(C)n1c(/C=C\[C@@H](O)C[C@@H](O)CC(=O)[O-])c(-c2ccc(F)cc2)c2ccccc21.[Na+]. The result is 0 (non-inhibitor). (3) The molecule is CCNc1ncc2nc(-c3cn(C)c4ccccc34)c(=O)n(C[C@H]3CCCO3)c2n1. The result is 1 (inhibitor). (4) The molecule is O=C(CCc1ccc(S(=O)(=O)NC2CCCCC2)cc1)N(Cc1ccccc1)Cc1ccccc1. The result is 1 (inhibitor). (5) The molecule is CCOC(=O)N1CCN(C(=O)CSCc2ccc(Cl)cc2)CC1. The result is 1 (inhibitor). (6) The molecule is O=C(NC(=S)Nc1ccc(Br)cn1)c1cncc(Br)c1. The result is 0 (non-inhibitor). (7) The molecule is Cc1nc2cnc(Oc3cccc(Cl)c3)nc2n(CCc2ccccc2)c1=O. The result is 0 (non-inhibitor).